Predict the reaction yield, written as a fraction of the theoretical maximum amount of product (1.0 means a 100% yield; for example, 0.34 means a 34% yield). From a dataset of Reaction yield outcomes from USPTO patents with 853,638 reactions. (1) The reactants are [F:1][C:2]1[C:7]([NH:8][CH2:9][C:10]2[C:15]([F:16])=[CH:14][CH:13]=[C:12]([C:17]3[CH:22]=[CH:21][CH:20]=[C:19]([F:23])[CH:18]=3)[C:11]=2[CH3:24])=[C:6]([F:25])[CH:5]=[CH:4][C:3]=1[OH:26].C([O-])([O-])=O.[Cs+].[Cs+].Br[CH2:34][C:35]([O:37][CH2:38][CH3:39])=[O:36].O. The catalyst is CN(C=O)C. The product is [F:1][C:2]1[C:7]([NH:8][CH2:9][C:10]2[C:15]([F:16])=[CH:14][CH:13]=[C:12]([C:17]3[CH:22]=[CH:21][CH:20]=[C:19]([F:23])[CH:18]=3)[C:11]=2[CH3:24])=[C:6]([F:25])[CH:5]=[CH:4][C:3]=1[O:26][CH2:34][C:35]([O:37][CH2:38][CH3:39])=[O:36]. The yield is 0.850. (2) The reactants are C([O-])([O-])=O.[Cs+].[Cs+].Br[C:8]1[CH:9]=[C:10]2[C:14](=[CH:15][CH:16]=1)[N:13]([CH:17]1[CH2:22][CH2:21][CH2:20][CH2:19][O:18]1)[N:12]=[C:11]2[C:23]1[N:28]=[C:27]([O:29][C@@H:30]2[CH2:35][CH2:34][CH2:33][N:32]([C:36]([O:38][C:39]([CH3:42])([CH3:41])[CH3:40])=[O:37])[CH2:31]2)[CH:26]=[N:25][CH:24]=1.[CH:43]([O:46][C:47]1[CH:52]=[N:51][CH:50]=[C:49](B2OC(C)(C)C(C)(C)O2)[N:48]=1)([CH3:45])[CH3:44]. The catalyst is Cl[Cu].C1(P(C2C=CC=CC=2)[C-]2C=CC=C2)C=CC=CC=1.[C-]1(P(C2C=CC=CC=2)C2C=CC=CC=2)C=CC=C1.[Fe+2].CC([O-])=O.CC([O-])=O.[Pd+2]. The product is [CH3:44][CH:43]([O:46][C:47]1[N:48]=[C:49]([C:8]2[CH:9]=[C:10]3[C:14](=[CH:15][CH:16]=2)[N:13]([CH:17]2[CH2:22][CH2:21][CH2:20][CH2:19][O:18]2)[N:12]=[C:11]3[C:23]2[N:28]=[C:27]([O:29][C@@H:30]3[CH2:35][CH2:34][CH2:33][N:32]([C:36]([O:38][C:39]([CH3:40])([CH3:41])[CH3:42])=[O:37])[CH2:31]3)[CH:26]=[N:25][CH:24]=2)[CH:50]=[N:51][CH:52]=1)[CH3:45]. The yield is 0.590. (3) The reactants are [CH2:1]([N:8]([CH2:16][C@@H:17]1[CH2:22][CH2:21][C@H:20]([CH2:23][CH2:24][OH:25])[CH2:19][CH2:18]1)[CH2:9][C:10]1[CH:15]=[CH:14][CH:13]=[CH:12][CH:11]=1)[C:2]1[CH:7]=[CH:6][CH:5]=[CH:4][CH:3]=1.[C:26]1(P([C:26]2[CH:31]=[CH:30][CH:29]=[CH:28][CH:27]=2)[C:26]2[CH:31]=[CH:30][CH:29]=[CH:28][CH:27]=2)[CH:31]=[CH:30][CH:29]=[CH:28][CH:27]=1.C1(O)C=CC=CC=1.CC(OC(/N=N/C(OC(C)C)=O)=O)C. The catalyst is C1(C)C=CC=CC=1. The product is [CH2:1]([N:8]([CH2:9][C:10]1[CH:11]=[CH:12][CH:13]=[CH:14][CH:15]=1)[CH2:16][C@H:17]1[CH2:22][CH2:21][C@@H:20]([CH2:23][CH2:24][O:25][C:26]2[CH:31]=[CH:30][CH:29]=[CH:28][CH:27]=2)[CH2:19][CH2:18]1)[C:2]1[CH:3]=[CH:4][CH:5]=[CH:6][CH:7]=1. The yield is 0.920. (4) The reactants are [CH2:1]([Mg]Br)[CH:2]([CH3:4])[CH3:3].C(OCC)C.CC(O[B:16]1[O:20][C@@H:19]2[CH2:21][C@@H:22]3[CH2:25][C@H:24]([C@:18]2([CH3:28])[O:17]1)[C:23]3([CH3:27])[CH3:26])C.[Na+].[Cl-]. The catalyst is O1CCCC1.S(=O)(=O)(O)O.C(OC(C)C)(C)C. The product is [CH3:3][CH:2]([CH3:4])[CH2:1][B:16]1[O:20][C@@H:19]2[CH2:21][C@@H:22]3[CH2:25][C@H:24]([C@:18]2([CH3:28])[O:17]1)[C:23]3([CH3:27])[CH3:26]. The yield is 0.620. (5) The catalyst is C1COCC1. The product is [CH3:2][O:3][C:4]1[C:12]2[O:11][CH:10]=[C:9]([CH2:13][CH2:14][NH:15][C:24](=[O:25])[O:26][CH2:27][CH3:28])[C:8]=2[CH:7]=[CH:6][CH:5]=1. The yield is 0.820. The reactants are Cl.[CH3:2][O:3][C:4]1[C:12]2[O:11][CH:10]=[C:9]([CH2:13][CH2:14][NH2:15])[C:8]=2[CH:7]=[CH:6][CH:5]=1.C(N(CC)CC)C.Cl[C:24]([O:26][CH2:27][CH3:28])=[O:25].O. (6) The reactants are [NH:1]1[C:9]2[C:4](=[CH:5][CH:6]=[CH:7][CH:8]=2)[CH:3]=[C:2]1[C:10]([OH:12])=[O:11].C(=O)([O-])[O-].[Pb+2].[I-].[C:19]1([S+:25]([C:32]2[CH:37]=[CH:36][CH:35]=[CH:34][CH:33]=2)[C:26]2[CH:31]=[CH:30][CH:29]=[CH:28][CH:27]=2)[CH:24]=[CH:23][CH:22]=[CH:21][CH:20]=1. The catalyst is CO. The product is [NH:1]1[C:9]2[C:4](=[CH:5][CH:6]=[CH:7][CH:8]=2)[CH:3]=[C:2]1[C:10]([O-:12])=[O:11].[C:32]1([S+:25]([C:19]2[CH:20]=[CH:21][CH:22]=[CH:23][CH:24]=2)[C:26]2[CH:31]=[CH:30][CH:29]=[CH:28][CH:27]=2)[CH:33]=[CH:34][CH:35]=[CH:36][CH:37]=1. The yield is 0.750. (7) The reactants are [CH3:1][C:2]1([CH3:16])[CH2:14][C:13](=[O:15])[C:12]2[C:11]3[C:6](=[CH:7][CH:8]=[CH:9][CH:10]=3)[NH:5][C:4]=2[CH2:3]1.Br[CH2:18][CH2:19][CH2:20][CH2:21][CH2:22][C:23]([O:25][CH2:26][CH3:27])=[O:24].[H-].[Na+]. The catalyst is CN(C=O)C. The product is [CH3:1][C:2]1([CH3:16])[CH2:14][C:13](=[O:15])[C:12]2[C:11]3[C:6](=[CH:7][CH:8]=[CH:9][CH:10]=3)[N:5]([CH2:18][CH2:19][CH2:20][CH2:21][CH2:22][C:23]([O:25][CH2:26][CH3:27])=[O:24])[C:4]=2[CH2:3]1. The yield is 0.640. (8) The reactants are [Cl:1][C:2]1[N:7]=[C:6]([C:8]([OH:10])=O)[C:5]([CH3:11])=[CH:4][CH:3]=1.[NH2:12][C:13]1[C:22]([CH3:23])=[CH:21][C:16]([C:17]([O:19][CH3:20])=[O:18])=[CH:15][C:14]=1[CH3:24].C(N(CC)C(C)C)(C)C.CCCP1(OP(CCC)(=O)OP(CCC)(=O)O1)=O. The catalyst is C(Cl)Cl. The product is [Cl:1][C:2]1[N:7]=[C:6]([C:8]([NH:12][C:13]2[C:14]([CH3:24])=[CH:15][C:16]([C:17]([O:19][CH3:20])=[O:18])=[CH:21][C:22]=2[CH3:23])=[O:10])[C:5]([CH3:11])=[CH:4][CH:3]=1. The yield is 0.740.